Dataset: Full USPTO retrosynthesis dataset with 1.9M reactions from patents (1976-2016). Task: Predict the reactants needed to synthesize the given product. (1) Given the product [CH2:18]([P:24](=[O:41])([O:25][C:26]1[CH:31]=[CH:30][CH:29]=[CH:28][C:27]=1[Cl:32])[O:33][CH2:34][CH2:35][CH2:36][CH3:37])[CH2:19][CH2:20][CH2:21][CH2:22][CH3:23], predict the reactants needed to synthesize it. The reactants are: C(P(=O)(OC1C=CC=CC=1Cl)OCCCC)C.[CH2:18]([P:24](=[O:41])([O:33][C:34]1C=C[CH:37]=[CH:36][C:35]=1Cl)[O:25][C:26]1[CH:31]=[CH:30][CH:29]=[CH:28][C:27]=1[Cl:32])[CH2:19][CH2:20][CH2:21][CH2:22][CH3:23]. (2) Given the product [C:22]([O:24][CH2:25][CH3:28])(=[O:23])[CH3:30].[CH3:11][CH2:2][CH2:3][CH:4]([CH3:9])[CH3:5].[Br:1][C:2]1[CH:3]=[C:4]2[C:9](=[CH:10][CH:11]=1)[C:8](=[O:12])[N:7]([CH2:30][CH:31]1[CH2:33][CH2:32]1)[CH:6]=[C:5]2[S:13]([N:16]1[CH2:21][CH2:20][N:19]([C:22]([O:24][C:25]([CH3:28])([CH3:27])[CH3:26])=[O:23])[CH2:18][CH2:17]1)(=[O:14])=[O:15], predict the reactants needed to synthesize it. The reactants are: [Br:1][C:2]1[CH:3]=[C:4]2[C:9](=[CH:10][CH:11]=1)[C:8](=[O:12])[NH:7][CH:6]=[C:5]2[S:13]([N:16]1[CH2:21][CH2:20][N:19]([C:22]([O:24][C:25]([CH3:28])([CH3:27])[CH3:26])=[O:23])[CH2:18][CH2:17]1)(=[O:15])=[O:14].Br[CH2:30][CH:31]1[CH2:33][CH2:32]1.C(=O)([O-])[O-].[K+].[K+]. (3) Given the product [CH3:19][S:16]([C:13]1[CH:12]=[CH:11][C:10]([N:7]2[CH:8]=[CH:9][C:5]([CH2:4][NH2:1])=[N:6]2)=[CH:15][CH:14]=1)(=[O:17])=[O:18], predict the reactants needed to synthesize it. The reactants are: [N:1]([CH2:4][C:5]1[CH:9]=[CH:8][N:7]([C:10]2[CH:15]=[CH:14][C:13]([S:16]([CH3:19])(=[O:18])=[O:17])=[CH:12][CH:11]=2)[N:6]=1)=[N+]=[N-].O.C1C=CC(P(C2C=CC=CC=2)C2C=CC=CC=2)=CC=1. (4) Given the product [CH2:24]([O:23][C:19]([C:20]1[N:3]=[N:2][N:1]([CH2:4][C:5]2[CH:6]=[CH:7][C:8]([CH2:9][N:10]3[CH:15]=[CH:14][CH:13]=[CH:12][C:11]3=[O:16])=[CH:17][CH:18]=2)[CH:21]=1)=[O:22])[CH3:25], predict the reactants needed to synthesize it. The reactants are: [N:1]([CH2:4][C:5]1[CH:18]=[CH:17][C:8]([CH2:9][N:10]2[CH:15]=[CH:14][CH:13]=[CH:12][C:11]2=[O:16])=[CH:7][CH:6]=1)=[N+:2]=[N-:3].[C:19]([O:23][CH2:24][CH3:25])(=[O:22])[C:20]#[CH:21].O=C1O[C@H]([C@H](CO)O)C([O-])=C1O.[Na+]. (5) Given the product [CH2:17]([NH:24][CH:11]([C:7]1[N:6]([CH2:5][C:4]2[CH:3]=[C:2]([Cl:1])[CH:15]=[C:14]([Cl:16])[CH:13]=2)[CH:10]=[CH:9][N:8]=1)[CH3:25])[C:18]1[CH:23]=[CH:22][CH:21]=[CH:20][CH:19]=1, predict the reactants needed to synthesize it. The reactants are: [Cl:1][C:2]1[CH:3]=[C:4]([CH:13]=[C:14]([Cl:16])[CH:15]=1)[CH2:5][N:6]1[CH:10]=[CH:9][N:8]=[C:7]1[CH:11]=O.[CH2:17]([NH2:24])[C:18]1[CH:23]=[CH:22][CH:21]=[CH:20][CH:19]=1.[CH:25]1C=CC=CC=1. (6) Given the product [NH2:1][C:2]1[C:3]2[N:11]=[C:10]([C:12]3[CH:13]=[C:14]([CH:18]=[CH:19][CH:20]=3)[C:15]([NH:32][CH2:31][CH2:30][N:25]3[CH2:29][CH2:28][CH2:27][CH2:26]3)=[O:17])[CH:9]=[CH:8][C:4]=2[N:5]=[CH:6][N:7]=1, predict the reactants needed to synthesize it. The reactants are: [NH2:1][C:2]1[C:3]2[N:11]=[C:10]([C:12]3[CH:13]=[C:14]([CH:18]=[CH:19][CH:20]=3)[C:15]([OH:17])=O)[CH:9]=[CH:8][C:4]=2[N:5]=[CH:6][N:7]=1.S(Cl)(Cl)=O.[N:25]1([CH2:30][CH2:31][NH2:32])[CH2:29][CH2:28][CH2:27][CH2:26]1.